Dataset: NCI-60 drug combinations with 297,098 pairs across 59 cell lines. Task: Regression. Given two drug SMILES strings and cell line genomic features, predict the synergy score measuring deviation from expected non-interaction effect. Drug 1: C1CC(=O)NC(=O)C1N2CC3=C(C2=O)C=CC=C3N. Drug 2: C(=O)(N)NO. Cell line: OVCAR-4. Synergy scores: CSS=-1.81, Synergy_ZIP=1.26, Synergy_Bliss=1.05, Synergy_Loewe=-4.99, Synergy_HSA=-3.44.